Dataset: Full USPTO retrosynthesis dataset with 1.9M reactions from patents (1976-2016). Task: Predict the reactants needed to synthesize the given product. (1) Given the product [NH:1]([C:31]([O:33][CH2:34][C:35]1[CH:40]=[CH:39][CH:38]=[CH:37][CH:36]=1)=[O:32])[C@H:2]([C:6]([NH:8][C@H:9]([C:13]([N:15]([CH3:30])[C@H:16]([C:20]([N:22]1[CH2:29][CH2:28][CH2:27][C@H:23]1[C:24]([N:66]1[CH2:65][CH2:64][CH2:63][C@H:68]1[C:44]([NH:54][C:52]([CH3:51])([CH3:53])[CH3:70])=[O:45])=[O:26])=[O:21])[CH:17]([CH3:18])[CH3:19])=[O:14])[CH:10]([CH3:11])[CH3:12])=[O:7])[CH:3]([CH3:4])[CH3:5], predict the reactants needed to synthesize it. The reactants are: [NH:1]([C:31]([O:33][CH2:34][C:35]1[CH:40]=[CH:39][CH:38]=[CH:37][CH:36]=1)=[O:32])[C@H:2]([C:6]([NH:8][C@H:9]([C:13]([N:15]([CH3:30])[C@H:16]([C:20]([N:22]1[CH2:29][CH2:28][CH2:27][C@H:23]1[C:24]([OH:26])=O)=[O:21])[CH:17]([CH3:19])[CH3:18])=[O:14])[CH:10]([CH3:12])[CH3:11])=[O:7])[CH:3]([CH3:5])[CH3:4].CN1CC[O:45][CH2:44]C1.C1C=C[C:51]2N(O)N=[N:54][C:52]=2[CH:53]=1.CCN=C=N[CH2:63][CH2:64][CH2:65][N:66]([CH3:68])C.Cl[CH2:70]Cl. (2) Given the product [F:38][C:37]([F:40])([F:39])[C:35]([OH:41])=[O:36].[C:15]([C@H:12]1[CH2:11][CH2:10][C@H:9]([NH:8][CH2:19][C:20]2[CH:21]=[CH:22][C:23]([C:24]([NH:26][CH:27]([CH3:32])[C:28]([O:30][CH3:31])=[O:29])=[O:25])=[CH:33][CH:34]=2)[CH2:14][CH2:13]1)([CH3:17])([CH3:16])[CH3:18], predict the reactants needed to synthesize it. The reactants are: C(OC([N:8]([CH2:19][C:20]1[CH:34]=[CH:33][C:23]([C:24]([NH:26][CH:27]([CH3:32])[C:28]([O:30][CH3:31])=[O:29])=[O:25])=[CH:22][CH:21]=1)[C@H:9]1[CH2:14][CH2:13][C@H:12]([C:15]([CH3:18])([CH3:17])[CH3:16])[CH2:11][CH2:10]1)=O)(C)(C)C.[C:35]([OH:41])([C:37]([F:40])([F:39])[F:38])=[O:36]. (3) Given the product [Cl:6][C:7]1[CH:12]=[CH:11][CH:10]=[CH:9][C:8]=1[S:13][C:15]1[S:19][C:18]([C:20](=[O:22])[CH3:21])=[CH:17][C:16]=1[N+:23]([O-:25])=[O:24], predict the reactants needed to synthesize it. The reactants are: C[O-].[Na+].CO.[Cl:6][C:7]1[CH:12]=[CH:11][CH:10]=[CH:9][C:8]=1[SH:13].Cl[C:15]1[S:19][C:18]([C:20](=[O:22])[CH3:21])=[CH:17][C:16]=1[N+:23]([O-:25])=[O:24]. (4) Given the product [C:12]1([C:5]2[C:6]3[C:7](=[O:9])[NH:21][C:20]([C:19]([F:24])([F:23])[F:18])=[N:1][C:2]=3[S:3][CH:4]=2)[CH:13]=[CH:14][CH:15]=[CH:16][CH:17]=1, predict the reactants needed to synthesize it. The reactants are: [NH2:1][C:2]1[S:3][CH:4]=[C:5]([C:12]2[CH:17]=[CH:16][CH:15]=[CH:14][CH:13]=2)[C:6]=1[C:7]([O:9]CC)=O.[F:18][C:19]([F:24])([F:23])[C:20](N)=[NH:21]. (5) Given the product [CH3:28][N:20]([CH2:19][CH2:18][N:17]([CH3:29])[CH2:16][C:15]1[C:11]([CH:8]2[CH2:7][CH2:6][C:5](=[O:4])[CH2:10][CH2:9]2)=[N:12][N:13]([CH:30]2[CH2:35][CH2:34][CH2:33][CH2:32][O:31]2)[CH:14]=1)[C:21](=[O:27])[O:22][C:23]([CH3:26])([CH3:25])[CH3:24], predict the reactants needed to synthesize it. The reactants are: O1[C:5]2([CH2:10][CH2:9][CH:8]([C:11]3[C:15]([CH2:16][N:17]([CH3:29])[CH2:18][CH2:19][N:20]([CH3:28])[C:21](=[O:27])[O:22][C:23]([CH3:26])([CH3:25])[CH3:24])=[CH:14][N:13]([CH:30]4[CH2:35][CH2:34][CH2:33][CH2:32][O:31]4)[N:12]=3)[CH2:7][CH2:6]2)[O:4]CC1. (6) Given the product [CH3:1][C:2]1[CH:7]=[CH:6][C:5]([CH3:8])=[CH:4][C:3]=1[N:9]1[CH2:14][CH2:13][N:12]([C:15]([CH:17]2[CH2:18][N:19]([S:35]([CH2:34][CH2:33][C:32]([F:40])([F:39])[F:31])(=[O:37])=[O:36])[C:20](=[O:28])[N:21]2[C:22]2[CH:23]=[CH:24][CH:25]=[CH:26][CH:27]=2)=[O:16])[CH2:11][CH2:10]1, predict the reactants needed to synthesize it. The reactants are: [CH3:1][C:2]1[CH:7]=[CH:6][C:5]([CH3:8])=[CH:4][C:3]=1[N:9]1[CH2:14][CH2:13][N:12]([C:15]([CH:17]2[N:21]([C:22]3[CH:27]=[CH:26][CH:25]=[CH:24][CH:23]=3)[C:20](=[O:28])[NH:19][CH2:18]2)=[O:16])[CH2:11][CH2:10]1.[H-].[Na+].[F:31][C:32]([F:40])([F:39])[CH2:33][CH2:34][S:35](Cl)(=[O:37])=[O:36].